This data is from Catalyst prediction with 721,799 reactions and 888 catalyst types from USPTO. The task is: Predict which catalyst facilitates the given reaction. (1) Reactant: [CH2:1]([O:8][C:9]1[C:18]([CH2:19][CH:20]([OH:23])[CH2:21][OH:22])=[CH:17][C:16]([O:24][CH3:25])=[C:15]2[C:10]=1[CH:11]1[CH2:27][CH2:26][CH:14]2[CH2:13][CH2:12]1)[C:2]1[CH:7]=[CH:6][CH:5]=[CH:4][CH:3]=1.[C:28]1([CH3:38])[CH:33]=[CH:32][C:31]([S:34](Cl)(=[O:36])=[O:35])=[CH:30][CH:29]=1.CC1C=CC(S(OCC2OC3C4CCCC=4C(C)=CC=3C2)(=O)=O)=CC=1. Product: [CH3:38][C:28]1[CH:33]=[CH:32][C:31]([S:34]([O:22][CH2:21][CH:20]([OH:23])[CH2:19][C:18]2[C:9]([O:8][CH2:1][C:2]3[CH:3]=[CH:4][CH:5]=[CH:6][CH:7]=3)=[C:10]3[C:15](=[C:16]([O:24][CH3:25])[CH:17]=2)[CH:14]2[CH2:13][CH2:12][CH:11]3[CH2:27][CH2:26]2)(=[O:36])=[O:35])=[CH:30][CH:29]=1. The catalyst class is: 17. (2) Reactant: [Cl:1][C@H:2]1[C@H:6]([CH2:7][CH2:8][CH2:9][C:10]2[S:14][C:13]([C:15]([O:17][CH2:18][CH2:19][N:20]([CH2:23][CH3:24])[CH2:21][CH3:22])=[O:16])=[CH:12][CH:11]=2)[C@@H:5]([CH2:25][CH2:26][C:27]2[CH:32]=[C:31]([Cl:33])[CH:30]=[C:29]([Cl:34])[CH:28]=2)[C@H:4]([OH:35])[CH2:3]1.Cl.CCCCCC. Product: [ClH:1].[Cl:1][C@H:2]1[C@H:6]([CH2:7][CH2:8][CH2:9][C:10]2[S:14][C:13]([C:15]([O:17][CH2:18][CH2:19][N:20]([CH2:21][CH3:22])[CH2:23][CH3:24])=[O:16])=[CH:12][CH:11]=2)[C@@H:5]([CH2:25][CH2:26][C:27]2[CH:32]=[C:31]([Cl:33])[CH:30]=[C:29]([Cl:34])[CH:28]=2)[C@H:4]([OH:35])[CH2:3]1. The catalyst class is: 2. (3) Reactant: [CH3:1][S:2][C:3]1[C:4]([C:8]2[CH:9]=[N:10][CH:11]=[CH:12][CH:13]=2)=[N:5][NH:6][CH:7]=1.[C:14]1([C:20]2(CCC)C=CC=C(SSCCC)[CH2:21]2)[CH:19]=[CH:18][CH:17]=[CH:16][CH:15]=1.BrC1C(C2C=NC=CC=2)=NNC=1. Product: [C:14]1([CH2:20][CH2:21][CH2:1][S:2][C:3]2[C:4]([C:8]3[CH:9]=[N:10][CH:11]=[CH:12][CH:13]=3)=[N:5][NH:6][CH:7]=2)[CH:19]=[CH:18][CH:17]=[CH:16][CH:15]=1. The catalyst class is: 13. (4) Reactant: Cl[C:2]1[N:11]=[CH:10][CH:9]=[CH:8][C:3]=1[C:4]([O:6][CH3:7])=[O:5].[CH3:12][O:13][C:14]1[N:19]=[CH:18][C:17]([NH2:20])=[CH:16][CH:15]=1.C(=O)([O-])[O-].[Cs+].[Cs+].C1(P(C2C=CC=CC=2)C2C3OC4C(=CC=CC=4P(C4C=CC=CC=4)C4C=CC=CC=4)C(C)(C)C=3C=CC=2)C=CC=CC=1. Product: [CH3:12][O:13][C:14]1[N:19]=[CH:18][C:17]([NH:20][C:2]2[N:11]=[CH:10][CH:9]=[CH:8][C:3]=2[C:4]([O:6][CH3:7])=[O:5])=[CH:16][CH:15]=1. The catalyst class is: 101. (5) Reactant: [C:1]1([P:7]([C:14]2[CH:19]=[CH:18][CH:17]=[CH:16][CH:15]=2)[C:8]2[CH:13]=[CH:12][CH:11]=[CH:10][CH:9]=2)[CH:6]=[CH:5][CH:4]=[CH:3][CH:2]=1.[Br:20][CH2:21][CH2:22][CH2:23][C:24]#[N:25]. Product: [Br-:20].[C:24]([CH2:23][CH2:22][CH2:21][P+:7]([C:1]1[CH:2]=[CH:3][CH:4]=[CH:5][CH:6]=1)([C:8]1[CH:13]=[CH:12][CH:11]=[CH:10][CH:9]=1)[C:14]1[CH:15]=[CH:16][CH:17]=[CH:18][CH:19]=1)#[N:25]. The catalyst class is: 11. (6) The catalyst class is: 13. Product: [CH3:31][O:32][N:33]=[C:15]([C:12]1[CH:11]=[CH:10][C:9]([O:8][CH2:7][C:6]([CH2:5][O:4][C:3]2[C:2]([Cl:1])=[CH:22][C:21]([O:23][CH2:24][CH:25]=[C:26]([Cl:27])[Cl:28])=[CH:20][C:19]=2[Cl:29])=[CH2:18])=[CH:14][CH:13]=1)[CH3:16]. Reactant: [Cl:1][C:2]1[CH:22]=[C:21]([O:23][CH2:24][CH:25]=[C:26]([Cl:28])[Cl:27])[CH:20]=[C:19]([Cl:29])[C:3]=1[O:4][CH2:5][C:6](=[CH2:18])[CH2:7][O:8][C:9]1[CH:14]=[CH:13][C:12]([C:15](=O)[CH3:16])=[CH:11][CH:10]=1.Cl.[CH3:31][O:32][NH2:33].CO.C([O-])(=O)C.[Na+]. (7) Reactant: [CH3:1][C:2]1[CH:7]=[C:6]([CH3:8])[CH:5]=[C:4]([CH3:9])[C:3]=1[S:10]([N:13]1[CH:17]=[CH:16][CH:15]=[C:14]1[CH:18]=[O:19])(=[O:12])=[O:11].[Li+].[BH4-].CO. Product: [CH3:1][C:2]1[CH:7]=[C:6]([CH3:8])[CH:5]=[C:4]([CH3:9])[C:3]=1[S:10]([N:13]1[CH:17]=[CH:16][CH:15]=[C:14]1[CH2:18][OH:19])(=[O:12])=[O:11]. The catalyst class is: 220.